Predict which catalyst facilitates the given reaction. From a dataset of Catalyst prediction with 721,799 reactions and 888 catalyst types from USPTO. (1) Reactant: [I:1][C:2]1[CH:3]=[C:4]([NH2:9])[CH:5]=[CH:6][C:7]=1[CH3:8].[N:10]([O-])=O.[Na+].O.O.[Sn](Cl)Cl.[OH-].[Na+]. Product: [I:1][C:2]1[CH:3]=[C:4]([NH:9][NH2:10])[CH:5]=[CH:6][C:7]=1[CH3:8]. The catalyst class is: 126. (2) Reactant: Cl.[C:2]([NH2:10])(=[NH:9])[C:3]1[CH:8]=[CH:7][N:6]=[CH:5][CH:4]=1.[CH:11]1[C:16]([CH:17]([CH:20]=O)[CH:18]=O)=[CH:15][CH:14]=[C:13]([Cl:22])[CH:12]=1. Product: [Cl:22][C:13]1[CH:14]=[CH:15][C:16]([C:17]2[CH:18]=[N:9][C:2]([C:3]3[CH:8]=[CH:7][N:6]=[CH:5][CH:4]=3)=[N:10][CH:20]=2)=[CH:11][CH:12]=1. The catalyst class is: 17. (3) Reactant: [CH3:1][C:2]1[N:3]=[C:4]([CH2:16][CH2:17][CH3:18])[N:5]([C:7]2[N:8]=[CH:9][S:10][C:11]=2[NH:12][C:13](=O)[CH3:14])[CH:6]=1.[P].O=P12OP3(OP(OP(O3)(O1)=O)(=O)O2)=O. Product: [CH3:14][C:13]1[C:6]2[N:5]([C:4]([CH2:16][CH2:17][CH3:18])=[N:3][C:2]=2[CH3:1])[C:7]2[N:8]=[CH:9][S:10][C:11]=2[N:12]=1. The catalyst class is: 265.